Predict the reactants needed to synthesize the given product. From a dataset of Full USPTO retrosynthesis dataset with 1.9M reactions from patents (1976-2016). (1) Given the product [F:37][C:38]([F:50])([F:49])[C:39]1[N:48]=[CH:47][C:42]2[CH2:43][NH:44][NH:45][CH:31]([C:30]([NH2:14])=[O:34])[C:41]=2[CH:40]=1, predict the reactants needed to synthesize it. The reactants are: C1(C(=[N:14][C@@H]2CC[C@H](C(OCC3C=CC=CC=3)=O)C2)C2C=CC=CC=2)C=CC=CC=1.[C:30](Cl)(=[O:34])[C:31](Cl)=O.Cl.[F:37][C:38]([F:50])([F:49])[C:39]1[N:48]=[CH:47][C:42]2[CH2:43][NH:44][NH:45]C[C:41]=2[CH:40]=1.C(N(CC)CC)C. (2) Given the product [CH3:1][O:2][C:3](=[O:22])[C:13]1[C:4](=[CH:5][C:10]([O:14][C:15]2[CH:20]=[CH:19][CH:18]=[CH:17][C:16]=2[NH:21][CH2:29][C:28]2[CH:31]=[CH:32][CH:33]=[C:26]([N+:23]([O-:25])=[O:24])[CH:27]=2)=[CH:11][CH:12]=1)[C:3]([O:2][CH3:1])=[O:22], predict the reactants needed to synthesize it. The reactants are: [CH3:1][O:2][C:3](=[O:22])[C:4]1[C:5](=[C:10]([O:14][C:15]2[CH:20]=[CH:19][CH:18]=[CH:17][C:16]=2[NH2:21])[CH:11]=[CH:12][CH:13]=1)C(OC)=O.[N+:23]([C:26]1[CH:27]=[C:28]([CH:31]=[CH:32][CH:33]=1)[CH:29]=O)([O-:25])=[O:24].C([BH3-])#N.[Na+].Cl. (3) Given the product [Cl:1][C:2]1[CH:7]=[CH:6][C:5]([NH2:8])=[CH:4][C:3]=1[C:9]1[S:10][C:11]2[CH:17]=[CH:16][C:15]([Cl:22])=[CH:14][C:12]=2[N:13]=1, predict the reactants needed to synthesize it. The reactants are: [Cl:1][C:2]1[CH:7]=[CH:6][C:5]([NH2:8])=[CH:4][C:3]=1[C:9]1[S:10][C:11]2[CH:17]=[CH:16][C:15](C(F)(F)F)=[CH:14][C:12]=2[N:13]=1.[Cl:22]C1C=CC([N+]([O-])=O)=CC=1C(O)=O.Cl.NC1C=CC(Cl)=CC=1S.